This data is from Catalyst prediction with 721,799 reactions and 888 catalyst types from USPTO. The task is: Predict which catalyst facilitates the given reaction. (1) Reactant: [N:1](/[C:10]([O:12][CH2:13][C:14]1[CH:19]=[CH:18][CH:17]=[CH:16][CH:15]=1)=[O:11])=[N:2]\[C:3]([O:5][C:6]([CH3:9])([CH3:8])[CH3:7])=[O:4].[CH:20]1[CH2:24][CH:23]=[CH:22][CH:21]=1. Product: [CH:22]12[CH2:23][CH:24]([CH:20]=[CH:21]1)[N:2]([C:3]([O:5][C:6]([CH3:9])([CH3:8])[CH3:7])=[O:4])[N:1]2[C:10]([O:12][CH2:13][C:14]1[CH:15]=[CH:16][CH:17]=[CH:18][CH:19]=1)=[O:11]. The catalyst class is: 2. (2) Reactant: C(=O)(O)[O-].[Na+].[CH:6]([O:9][C:10]1[CH:18]=[CH:17][C:13]([C:14]([NH2:16])=[O:15])=[CH:12][C:11]=1[N+:19]([O-])=O)([CH3:8])[CH3:7].[C:22](Cl)(Cl)=[S:23]. Product: [CH:6]([O:9][C:10]1[CH:18]=[CH:17][C:13]([C:14]([NH2:16])=[O:15])=[CH:12][C:11]=1[N:19]=[C:22]=[S:23])([CH3:8])[CH3:7]. The catalyst class is: 408. (3) Reactant: [Br:1][C:2]1[CH:3]=[C:4]([F:9])[C:5](F)=[N:6][CH:7]=1.O.[NH2:11][NH2:12]. Product: [Br:1][C:2]1[CH:3]=[C:4]([F:9])[C:5]([NH:11][NH2:12])=[N:6][CH:7]=1. The catalyst class is: 14. (4) Reactant: [F:1][C:2]1[CH:3]=[C:4](B(O)O)[CH:5]=[CH:6][C:7]=1[O:8][C:9]([F:12])([F:11])[F:10].[Cl:16][C:17]1[CH:22]=[C:21](Cl)[N:20]=[CH:19][N:18]=1.C(=O)([O-])[O-].[K+].[K+].O1CCOCC1. Product: [Cl:16][C:17]1[CH:22]=[C:21]([C:4]2[CH:5]=[CH:6][C:7]([O:8][C:9]([F:12])([F:11])[F:10])=[C:2]([F:1])[CH:3]=2)[N:20]=[CH:19][N:18]=1. The catalyst class is: 587. (5) The catalyst class is: 5. Product: [CH3:1][C:2]1[CH:7]=[CH:6][CH:5]=[CH:4][C:3]=1[CH:8]=[CH:9][C:10]([NH:12][C@H:13]([C:24]([OH:26])=[O:25])[CH2:14][C:15]1[C:23]2[C:18](=[CH:19][CH:20]=[CH:21][CH:22]=2)[NH:17][CH:16]=1)=[O:11]. Reactant: [CH3:1][C:2]1[CH:7]=[CH:6][CH:5]=[CH:4][C:3]=1[CH:8]=[CH:9][C:10]([NH:12][C@H:13]([C:24]([O:26]C)=[O:25])[CH2:14][C:15]1[C:23]2[C:18](=[CH:19][CH:20]=[CH:21][CH:22]=2)[NH:17][CH:16]=1)=[O:11].[OH-].[Na+]. (6) The catalyst class is: 29. Reactant: Cl.Cl.[NH2:3][C:4]1[N:8]([CH2:9][C:10]2[CH:15]=[CH:14][C:13]([CH2:16][N:17]3[C:21]([NH2:22])=[C:20]([N:23]=O)[CH:19]=[N:18]3)=[CH:12][CH:11]=2)[N:7]=[CH:6][C:5]=1[N:25]=O. Product: [NH2:25][C:5]1[CH:6]=[N:7][N:8]([CH2:9][C:10]2[CH:15]=[CH:14][C:13]([CH2:16][N:17]3[C:21]([NH2:22])=[C:20]([NH2:23])[CH:19]=[N:18]3)=[CH:12][CH:11]=2)[C:4]=1[NH2:3]. (7) Reactant: [CH2:1]([C:4]1[C:8]([CH2:9][CH2:10][CH2:11][OH:12])=[CH:7][N:6]([C:13]2[CH:18]=[CH:17][C:16]([C:19]([F:22])([F:21])[F:20])=[CH:15][N:14]=2)[N:5]=1)[CH2:2][CH3:3].O[C:24]1[CH:29]=[CH:28][CH:27]=[CH:26][C:25]=1[CH2:30][CH2:31][C:32]([O:34]C)=[O:33].C(P(CCCC)CCCC)CCC.N(C(N1CCCCC1)=O)=NC(N1CCCCC1)=O. Product: [CH2:1]([C:4]1[C:8]([CH2:9][CH2:10][CH2:11][O:12][C:24]2[CH:29]=[CH:28][CH:27]=[CH:26][C:25]=2[CH2:30][CH2:31][C:32]([OH:34])=[O:33])=[CH:7][N:6]([C:13]2[CH:18]=[CH:17][C:16]([C:19]([F:21])([F:20])[F:22])=[CH:15][N:14]=2)[N:5]=1)[CH2:2][CH3:3]. The catalyst class is: 7. (8) Reactant: [CH:1]1([C:4]2[N:9]=[C:8]([C:10]3[C:18]4[C:13](=[CH:14][CH:15]=[C:16]([C:19]5[S:20][C:21]([C:24]6[CH:29]=[CH:28][CH:27]=[CH:26][CH:25]=6)=[N:22][N:23]=5)[CH:17]=4)[N:12](S(C4C=CC(C)=CC=4)(=O)=O)[CH:11]=3)[CH:7]=[N:6][CH:5]=2)[CH2:3][CH2:2]1.O1CCOCC1.[OH-].[Na+]. Product: [CH:1]1([C:4]2[N:9]=[C:8]([C:10]3[C:18]4[C:13](=[CH:14][CH:15]=[C:16]([C:19]5[S:20][C:21]([C:24]6[CH:29]=[CH:28][CH:27]=[CH:26][CH:25]=6)=[N:22][N:23]=5)[CH:17]=4)[NH:12][CH:11]=3)[CH:7]=[N:6][CH:5]=2)[CH2:3][CH2:2]1. The catalyst class is: 6. (9) Reactant: [NH2:1][C:2]1[NH:6][N:5]=[CH:4][C:3]=1[C:7]([O:9][CH2:10][CH3:11])=[O:8].O=[C:13]([C:19]1[CH:24]=[CH:23][CH:22]=[CH:21][N:20]=1)[CH2:14][C:15](OC)=[O:16].C(OC(C)C)(C)C. Product: [OH:16][C:15]1[N:6]2[N:5]=[CH:4][C:3]([C:7]([O:9][CH2:10][CH3:11])=[O:8])=[C:2]2[N:1]=[C:13]([C:19]2[CH:24]=[CH:23][CH:22]=[CH:21][N:20]=2)[CH:14]=1. The catalyst class is: 15.